The task is: Predict which catalyst facilitates the given reaction.. This data is from Catalyst prediction with 721,799 reactions and 888 catalyst types from USPTO. (1) Reactant: [Cl:1][C:2]1[C:7]([CH3:8])=[CH:6][C:5]([NH:9]C(=O)OC(C)(C)C)=[C:4]([CH:17]([C:19]2[CH:24]=[CH:23][CH:22]=[C:21]([O:25][CH3:26])[C:20]=2[O:27][CH3:28])[OH:18])[CH:3]=1.[OH-].[Na+]. Product: [NH2:9][C:5]1[CH:6]=[C:7]([CH3:8])[C:2]([Cl:1])=[CH:3][C:4]=1[CH:17]([C:19]1[CH:24]=[CH:23][CH:22]=[C:21]([O:25][CH3:26])[C:20]=1[O:27][CH3:28])[OH:18]. The catalyst class is: 5. (2) Reactant: O[CH2:2][C@H:3]1[CH2:8][CH2:7][CH2:6][CH2:5][N:4]1[CH2:9][CH2:10][C:11]1[CH:16]=[CH:15][C:14]2[O:17][CH2:18][O:19][C:13]=2[CH:12]=1.C(N(CC)CC)C.CS([Cl:31])(=O)=O.C(=O)([O-])O.[Na+]. Product: [Cl:31][C@@H:6]1[CH2:7][CH2:8][CH2:2][CH2:3][N:4]([CH2:9][CH2:10][C:11]2[CH:16]=[CH:15][C:14]3[O:17][CH2:18][O:19][C:13]=3[CH:12]=2)[CH2:5]1. The catalyst class is: 4. (3) Reactant: C([N:8]1[CH2:13][CH:12]=[C:11]([C:14]2[CH:19]=[CH:18][CH:17]=[C:16]([CH:20]3[N:24]([C:25]4[CH:30]=[CH:29][CH:28]=[CH:27][C:26]=4[Cl:31])[N:23]=[C:22]([C:32]([F:38])([F:37])[C:33]([F:36])([F:35])[F:34])[CH2:21]3)[N:15]=2)[CH2:10][CH2:9]1)(OC(C)(C)C)=O.[F:39][C:40]([F:45])([F:44])[C:41]([OH:43])=[O:42]. Product: [F:39][C:40]([F:45])([F:44])[C:41]([OH:43])=[O:42].[Cl:31][C:26]1[CH:27]=[CH:28][CH:29]=[CH:30][C:25]=1[N:24]1[CH:20]([C:16]2[N:15]=[C:14]([C:11]3[CH2:12][CH2:13][NH:8][CH2:9][CH:10]=3)[CH:19]=[CH:18][CH:17]=2)[CH2:21][C:22]([C:32]([F:38])([F:37])[C:33]([F:35])([F:34])[F:36])=[N:23]1. The catalyst class is: 4. (4) Reactant: [F:1][CH:2]([F:23])[O:3][C:4]1[CH:9]=[CH:8][C:7]([C:10]2[C:11]([NH2:22])=[N:12][C:13]([N:16]3[CH2:21][CH2:20][O:19][CH2:18][CH2:17]3)=[N:14][CH:15]=2)=[CH:6][CH:5]=1.Cl[C:25]1[C:34]2[C:29](=[CH:30][CH:31]=[CH:32][C:33]=2[F:35])[N:28]=[C:27]([C:36]2[CH:41]=[CH:40][CH:39]=[CH:38][N:37]=2)[C:26]=1[CH3:42].C1(P(C2CCCCC2)C2C=CC=CC=2C2C(C(C)C)=CC(C(C)C)=CC=2C(C)C)CCCCC1.CC(C)([O-])C.[Na+]. Product: [F:23][CH:2]([F:1])[O:3][C:4]1[CH:5]=[CH:6][C:7]([C:10]2[C:11]([NH:22][C:25]3[C:34]4[C:29](=[CH:30][CH:31]=[CH:32][C:33]=4[F:35])[N:28]=[C:27]([C:36]4[CH:41]=[CH:40][CH:39]=[CH:38][N:37]=4)[C:26]=3[CH3:42])=[N:12][C:13]([N:16]3[CH2:17][CH2:18][O:19][CH2:20][CH2:21]3)=[N:14][CH:15]=2)=[CH:8][CH:9]=1. The catalyst class is: 491. (5) Reactant: [Fe:1].[S:2](=[O:6])(=[O:5])([OH:4])[OH:3]. Product: [OH2:3].[OH2:3].[OH2:3].[OH2:3].[OH2:3].[OH2:3].[OH2:3].[S:2]([O-:6])([O-:5])(=[O:4])=[O:3].[Fe+2:1]. The catalyst class is: 6. (6) Reactant: [CH2:1]([O:8][N:9]1[C:15](=[O:16])[N:14]2[CH2:17][C@H:10]1[CH2:11][CH2:12][C@H:13]2[C:18]([OH:20])=O)[C:2]1[CH:7]=[CH:6][CH:5]=[CH:4][CH:3]=1.ClC(OCC(C)C)=O.C(N(CC)CC)C.[C:36]([NH:44][NH2:45])(=[O:43])[C:37]1[CH:42]=[CH:41][CH:40]=[N:39][CH:38]=1. Product: [CH2:1]([O:8][N:9]1[C:15](=[O:16])[N:14]2[CH2:17][C@H:10]1[CH2:11][CH2:12][C@H:13]2[C:18]([NH:45][NH:44][C:36]([C:37]1[CH:38]=[N:39][CH:40]=[CH:41][CH:42]=1)=[O:43])=[O:20])[C:2]1[CH:3]=[CH:4][CH:5]=[CH:6][CH:7]=1. The catalyst class is: 2.